This data is from Reaction yield outcomes from USPTO patents with 853,638 reactions. The task is: Predict the reaction yield, written as a fraction of the theoretical maximum amount of product (1.0 means a 100% yield; for example, 0.34 means a 34% yield). The catalyst is [Cl-].C([N+](CC)(CC)CC)C1C=CC=CC=1.ClCCl. The product is [CH3:1][O:2][C:3]([C:5]1[C:13]2[C:8](=[N:9][CH:10]=[C:11]([F:14])[CH:12]=2)[N:7]([S:24]([C:18]2[CH:23]=[CH:22][CH:21]=[CH:20][CH:19]=2)(=[O:26])=[O:25])[C:6]=1[CH3:15])=[O:4]. The yield is 0.930. The reactants are [CH3:1][O:2][C:3]([C:5]1[C:13]2[C:8](=[N:9][CH:10]=[C:11]([F:14])[CH:12]=2)[NH:7][C:6]=1[CH3:15])=[O:4].[OH-].[Na+].[C:18]1([S:24](Cl)(=[O:26])=[O:25])[CH:23]=[CH:22][CH:21]=[CH:20][CH:19]=1.